Dataset: Catalyst prediction with 721,799 reactions and 888 catalyst types from USPTO. Task: Predict which catalyst facilitates the given reaction. (1) Reactant: [CH2:1]([C@@H:8]1[CH2:13][N:12]2[CH2:14][C@@H:15]([OH:18])[CH2:16][CH2:17][C@@H:11]2[CH2:10][N:9]1[C:19]([C:21]1[CH:26]=[C:25]([C:27]([F:30])([F:29])[F:28])[CH:24]=[C:23]([C:31]([F:34])([F:33])[F:32])[CH:22]=1)=[O:20])[C:2]1[CH:7]=[CH:6][CH:5]=[CH:4][CH:3]=1.C(N(C(C)C)CC)(C)C.[CH3:44][S:45](Cl)(=[O:47])=[O:46]. Product: [CH2:1]([C@@H:8]1[CH2:13][N:12]2[CH2:14][C@@H:15]([O:18][S:45]([CH3:44])(=[O:47])=[O:46])[CH2:16][CH2:17][C@@H:11]2[CH2:10][N:9]1[C:19](=[O:20])[C:21]1[CH:26]=[C:25]([C:27]([F:28])([F:29])[F:30])[CH:24]=[C:23]([C:31]([F:34])([F:32])[F:33])[CH:22]=1)[C:2]1[CH:7]=[CH:6][CH:5]=[CH:4][CH:3]=1. The catalyst class is: 4. (2) Reactant: [NH2:1][C:2]1[CH:25]=[CH:24][C:5]([C:6]([NH:8][C:9]2[CH:14]=[CH:13][CH:12]=[C:11]([NH:15][C:16]3[CH:21]=[C:20]([CH3:22])[N:19]=[C:18]([NH2:23])[N:17]=3)[CH:10]=2)=[O:7])=[CH:4][CH:3]=1.CCO.[Cl:29][C:30]1[C:39]2[C:34](=[CH:35][CH:36]=[CH:37][CH:38]=2)[N:33]=[CH:32][CH:31]=1.Cl. Product: [ClH:29].[NH2:23][C:18]1[N:17]=[C:16]([NH:15][C:11]2[CH:10]=[C:9]([NH:8][C:6](=[O:7])[C:5]3[CH:24]=[CH:25][C:2]([NH:1][C:30]4[C:39]5[C:34](=[CH:35][CH:36]=[CH:37][CH:38]=5)[N:33]=[CH:32][CH:31]=4)=[CH:3][CH:4]=3)[CH:14]=[CH:13][CH:12]=2)[CH:21]=[C:20]([CH3:22])[N:19]=1. The catalyst class is: 6. (3) Reactant: Cl[S:2]([C:5]1[CH:6]=[C:7]([CH:41]=[CH:42][CH:43]=1)[C:8]([NH:10][C:11]1[S:12][C:13]2[CH2:40][CH2:39][CH2:38][CH2:37][C:14]=2[C:15]=1[C:16]([NH:18][C:19]1[CH:24]=[CH:23][C:22]([CH2:25][CH2:26][C:27]2[CH:36]=[CH:35][C:30]([C:31]([O:33][CH3:34])=[O:32])=[CH:29][CH:28]=2)=[CH:21][CH:20]=1)=[O:17])=[O:9])(=[O:4])=[O:3].[CH3:44][NH:45][CH2:46][CH2:47][C:48]([O:50][C:51]([CH3:54])([CH3:53])[CH3:52])=[O:49]. Product: [C:51]([O:50][C:48](=[O:49])[CH2:47][CH2:46][N:45]([CH3:44])[S:2]([C:5]1[CH:6]=[C:7]([CH:41]=[CH:42][CH:43]=1)[C:8]([NH:10][C:11]1[S:12][C:13]2[CH2:40][CH2:39][CH2:38][CH2:37][C:14]=2[C:15]=1[C:16]([NH:18][C:19]1[CH:24]=[CH:23][C:22]([CH2:25][CH2:26][C:27]2[CH:36]=[CH:35][C:30]([C:31]([O:33][CH3:34])=[O:32])=[CH:29][CH:28]=2)=[CH:21][CH:20]=1)=[O:17])=[O:9])(=[O:4])=[O:3])([CH3:54])([CH3:53])[CH3:52]. The catalyst class is: 4. (4) Reactant: [Si:1]([O:8][CH:9]1[CH:14]2[C@@H:12](O2)[C:11](=[O:15])[CH2:10]1)([C:4]([CH3:7])([CH3:6])[CH3:5])([CH3:3])[CH3:2].[CH3:16][O:17][C:18](=[O:25])[CH2:19][S:20][CH2:21][CH2:22][CH2:23][SH:24].[Si](O[C@@H]1CC(=O)C=C1)(C(C)(C)C)(C)C. Product: [CH3:16][O:17][C:18](=[O:25])[CH2:19][S:20][CH2:21][CH2:22][CH2:23][S:24][C:12]1[C:11](=[O:15])[CH2:10][C@@H:9]([O:8][Si:1]([C:4]([CH3:5])([CH3:6])[CH3:7])([CH3:2])[CH3:3])[CH:14]=1. The catalyst class is: 2. (5) Reactant: [CH3:1][NH:2][C:3]1[CH:8]=[C:7]([NH:9][C:10]2[CH:15]=[CH:14][CH:13]=[CH:12][C:11]=2[N+:16]([O-:18])=[O:17])[N:6]=[CH:5][N:4]=1.[H-].[Na+].[Cl:21][C:22]1[C:27]([N:28]=[C:29]=[O:30])=[C:26]([Cl:31])[C:25]([O:32][CH3:33])=[CH:24][C:23]=1[O:34][CH3:35].O. Product: [Cl:21][C:22]1[C:23]([O:34][CH3:35])=[CH:24][C:25]([O:32][CH3:33])=[C:26]([Cl:31])[C:27]=1[NH:28][C:29](=[O:30])[N:2]([CH3:1])[C:3]1[CH:8]=[C:7]([NH:9][C:10]2[CH:15]=[CH:14][CH:13]=[CH:12][C:11]=2[N+:16]([O-:18])=[O:17])[N:6]=[CH:5][N:4]=1. The catalyst class is: 49. (6) Reactant: [F:1][C:2]1[CH:7]=[CH:6][C:5]([C:8]2[O:12][N:11]=[C:10]([C:13]([NH:15][CH2:16][CH2:17][CH2:18][CH2:19][C:20]([O:22]C)=[O:21])=[O:14])[CH:9]=2)=[CH:4][CH:3]=1.[OH-].[Li+]. Product: [F:1][C:2]1[CH:3]=[CH:4][C:5]([C:8]2[O:12][N:11]=[C:10]([C:13]([NH:15][CH2:16][CH2:17][CH2:18][CH2:19][C:20]([OH:22])=[O:21])=[O:14])[CH:9]=2)=[CH:6][CH:7]=1. The catalyst class is: 20.